From a dataset of Reaction yield outcomes from USPTO patents with 853,638 reactions. Predict the reaction yield, written as a fraction of the theoretical maximum amount of product (1.0 means a 100% yield; for example, 0.34 means a 34% yield). (1) The reactants are [Si:1]([O:8][C@H:9]([C:27]([CH3:42])([CH3:41])[C:28](=[O:40])[C@H:29]([CH3:39])[C@@H:30]([OH:38])[C@@H:31]([CH3:37])[CH2:32][CH2:33][CH2:34][CH:35]=[CH2:36])[CH2:10][C:11]([O:13][C@@H:14]([CH2:24][CH:25]=[CH2:26])/[C:15](/[CH3:23])=[CH:16]/[C:17]1[N:18]=[C:19]([CH3:22])[S:20][CH:21]=1)=[O:12])([C:4]([CH3:7])([CH3:6])[CH3:5])([CH3:3])[CH3:2].N1C(C)=CC=CC=1C.[Si:51](OS(C(F)(F)F)(=O)=O)([C:54]([CH3:57])([CH3:56])[CH3:55])([CH3:53])[CH3:52]. The catalyst is C(Cl)Cl. The product is [Si:1]([O:8][C@H:9]([C:27]([CH3:41])([CH3:42])[C:28](=[O:40])[C@H:29]([CH3:39])[C@@H:30]([O:38][Si:51]([C:54]([CH3:57])([CH3:56])[CH3:55])([CH3:53])[CH3:52])[C@@H:31]([CH3:37])[CH2:32][CH2:33][CH2:34][CH:35]=[CH2:36])[CH2:10][C:11]([O:13][C@@H:14]([CH2:24][CH:25]=[CH2:26])/[C:15](/[CH3:23])=[CH:16]/[C:17]1[N:18]=[C:19]([CH3:22])[S:20][CH:21]=1)=[O:12])([C:4]([CH3:5])([CH3:7])[CH3:6])([CH3:3])[CH3:2]. The yield is 0.730. (2) The reactants are [CH2:1]([N:5]1[C:13](=[O:14])[N:8]2[CH:9]=[CH:10][CH:11]=[CH:12][C:7]2=[N:6]1)[CH2:2][C:3]#[CH:4].Br[C:16]1[CH:21]=[CH:20][CH:19]=[CH:18][N:17]=1. No catalyst specified. The product is [N:17]1[CH:18]=[CH:19][CH:20]=[CH:21][C:16]=1[C:4]#[C:3][CH2:2][CH2:1][N:5]1[C:13](=[O:14])[N:8]2[CH:9]=[CH:10][CH:11]=[CH:12][C:7]2=[N:6]1. The yield is 0.230. (3) The reactants are [F:1][C:2]1[CH:3]=[C:4]([OH:9])[CH:5]=[CH:6][C:7]=1[CH3:8].[N+:10]([O-])([OH:12])=[O:11]. The catalyst is ClCCCl.[Br-].C([N+](CCCC)(CCCC)CCCC)CCC.O. The product is [F:1][C:2]1[C:7]([CH3:8])=[CH:6][C:5]([N+:10]([O-:12])=[O:11])=[C:4]([OH:9])[CH:3]=1. The yield is 0.570. (4) The catalyst is CO. The reactants are [BH4-].[Na+].[CH3:3][N:4]1[C:8]([CH2:9][C:10]([C:12]2[S:13][CH:14]=[CH:15][N:16]=2)=[O:11])=[CH:7][N:6]=[CH:5]1. The product is [CH3:3][N:4]1[C:8]([CH2:9][CH:10]([C:12]2[S:13][CH:14]=[CH:15][N:16]=2)[OH:11])=[CH:7][N:6]=[CH:5]1. The yield is 0.950. (5) The reactants are [CH:1]1([CH2:4][N:5]([CH2:19][CH:20]2[CH2:22][CH2:21]2)[C:6]2[C:15]([CH:16]=O)=[CH:14][C:13]3[C:8](=[C:9]([CH3:18])[CH:10]=[CH:11][CH:12]=3)[N:7]=2)[CH2:3][CH2:2]1.[F:23][C:24]([F:38])([F:37])[C:25]1[CH:26]=[C:27]([CH:30]=[C:31]([C:33]([F:36])([F:35])[F:34])[CH:32]=1)[CH2:28][NH2:29].C(O)(=O)C.C([BH3-])#N.[Na+]. The catalyst is CO. The product is [F:23][C:24]([F:37])([F:38])[C:25]1[CH:26]=[C:27]([CH:30]=[C:31]([C:33]([F:36])([F:34])[F:35])[CH:32]=1)[CH2:28][NH:29][CH2:16][C:15]1[C:6]([N:5]([CH2:19][CH:20]2[CH2:22][CH2:21]2)[CH2:4][CH:1]2[CH2:3][CH2:2]2)=[N:7][C:8]2[C:13]([CH:14]=1)=[CH:12][CH:11]=[CH:10][C:9]=2[CH3:18]. The yield is 0.990.